From a dataset of Reaction yield outcomes from USPTO patents with 853,638 reactions. Predict the reaction yield, written as a fraction of the theoretical maximum amount of product (1.0 means a 100% yield; for example, 0.34 means a 34% yield). (1) The reactants are [F:1][C:2]1[CH:16]=[CH:15][CH:14]=[CH:13][C:3]=1[CH:4]([OH:12])[C:5]1[CH:10]=[CH:9][CH:8]=[CH:7][C:6]=1[F:11]. The yield is 0.820. The product is [F:1][C:2]1[CH:16]=[CH:15][CH:14]=[CH:13][C:3]=1[C:4]([C:5]1[CH:10]=[CH:9][CH:8]=[CH:7][C:6]=1[F:11])=[O:12]. The catalyst is [O-2].[Mn+2].C1C=CC=CC=1. (2) The reactants are [S:1]([N:11]1[C:15]2=[N:16][CH:17]=[C:18]([CH2:20][NH:21][C:22]([C@@H:24]3[CH2:29][CH2:28][CH2:27][N:26]([C:30]([O:32][C:33]([CH3:36])([CH3:35])[CH3:34])=[O:31])[CH2:25]3)=O)[N:19]=[C:14]2[CH:13]=[CH:12]1)([C:4]1[CH:10]=[CH:9][C:7]([CH3:8])=[CH:6][CH:5]=1)(=[O:3])=[O:2].COC1C=CC(P2(SP(C3C=CC(OC)=CC=3)(=S)S2)=[S:46])=CC=1.CCOC(C)=O. The catalyst is O1CCOCC1. The product is [S:1]([N:11]1[C:15]2=[N:16][CH:17]=[C:18]([CH2:20][NH:21][C:22]([C@@H:24]3[CH2:29][CH2:28][CH2:27][N:26]([C:30]([O:32][C:33]([CH3:36])([CH3:35])[CH3:34])=[O:31])[CH2:25]3)=[S:46])[N:19]=[C:14]2[CH:13]=[CH:12]1)([C:4]1[CH:10]=[CH:9][C:7]([CH3:8])=[CH:6][CH:5]=1)(=[O:3])=[O:2]. The yield is 0.740. (3) The reactants are [Br:1][C:2]1[CH:3]=[N:4][CH:5]=[C:6](I)[C:7]=1[NH2:8].[C:10](OC)(=[O:14])/[CH:11]=[CH:12]/[CH3:13].C(N(CC)CC)C.C1(C)C=CC=CC=1P(C1C=CC=CC=1C)C1C=CC=CC=1C. The catalyst is CN(C=O)C.C([O-])(=O)C.[Pd+2].C([O-])(=O)C. The product is [Br:1][C:2]1[CH:3]=[N:4][CH:5]=[C:6]2[C:7]=1[NH:8][C:10](=[O:14])[CH:11]=[C:12]2[CH3:13]. The yield is 0.690. (4) The reactants are [CH3:1][S:2](Cl)(=[O:4])=[O:3].[Br:6][C:7]1[CH:8]=[C:9]([N:13]2[C:21]3[CH2:20][CH2:19][NH:18][CH2:17][C:16]=3[C:15]([C:22]([O:24][CH2:25][CH3:26])=[O:23])=[N:14]2)[CH:10]=[CH:11][CH:12]=1.C(N(CC)CC)C. The catalyst is ClCCl. The product is [Br:6][C:7]1[CH:8]=[C:9]([N:13]2[C:21]3[CH2:20][CH2:19][N:18]([S:2]([CH3:1])(=[O:4])=[O:3])[CH2:17][C:16]=3[C:15]([C:22]([O:24][CH2:25][CH3:26])=[O:23])=[N:14]2)[CH:10]=[CH:11][CH:12]=1. The yield is 0.510. (5) The reactants are [C:1]([C:4]1[CH:36]=[CH:35][C:7]2[NH:8][CH:9]([CH2:33][CH3:34])[N:10]([C:11]3[CH:16]=[CH:15][C:14]([CH2:17][CH2:18][NH:19][C:20]([NH:22][S:23]([C:26]4[CH:31]=[CH:30][C:29]([CH3:32])=[CH:28][CH:27]=4)(=[O:25])=[O:24])=[O:21])=[CH:13][CH:12]=3)[C:6]=2[CH:5]=1)(=[O:3])[CH3:2].[C:37]1([CH3:47])[CH:42]=[CH:41][C:40]([S:43]([OH:46])(=[O:45])=[O:44])=[CH:39][CH:38]=1. The catalyst is C(O)C. The product is [C:37]1([CH3:47])[CH:38]=[CH:39][C:40]([S:43]([OH:46])(=[O:44])=[O:45])=[CH:41][CH:42]=1.[C:1]([C:4]1[CH:36]=[CH:35][C:7]2[N:8]=[C:9]([CH2:33][CH3:34])[N:10]([C:11]3[CH:12]=[CH:13][C:14]([CH2:17][CH2:18][NH:19][C:20]([NH:22][S:23]([C:26]4[CH:27]=[CH:28][C:29]([CH3:32])=[CH:30][CH:31]=4)(=[O:25])=[O:24])=[O:21])=[CH:15][CH:16]=3)[C:6]=2[CH:5]=1)(=[O:3])[CH3:2]. The yield is 0.910. (6) The reactants are C(=O)(O)[O-].[Na+].[Br:6]Br.[NH2:8][C:9]1[N:10]=[N:11][C:12]([Cl:15])=[CH:13][CH:14]=1. The catalyst is CO. The product is [Br:6][C:14]1[CH:13]=[C:12]([Cl:15])[N:11]=[N:10][C:9]=1[NH2:8]. The yield is 0.530. (7) The reactants are [NH2:1][C@@H:2]([C:7]([NH2:9])=[O:8])[CH2:3][CH:4]([CH3:6])[CH3:5].[CH2:10]1[CH2:16][S:13](=[O:15])(=[O:14])[O:12][CH2:11]1. The catalyst is C(#N)C. The product is [NH2:9][C:7]([C@H:2]([NH:1][CH2:11][CH2:10][CH2:16][S:13]([OH:15])(=[O:14])=[O:12])[CH2:3][CH:4]([CH3:6])[CH3:5])=[O:8]. The yield is 0.740.